This data is from Rat liver microsome stability data. The task is: Regression/Classification. Given a drug SMILES string, predict its absorption, distribution, metabolism, or excretion properties. Task type varies by dataset: regression for continuous measurements (e.g., permeability, clearance, half-life) or binary classification for categorical outcomes (e.g., BBB penetration, CYP inhibition). Dataset: rlm. (1) The drug is O=C(N[C@@H]1CC[C@@]2(O)[C@H]3Cc4ccc(O)c5c4[C@@]2(CCN3CC2CC2)[C@H]1O5)c1ccc(Cl)c(Cl)c1.O=C(O)C(=O)O. The result is 0 (unstable in rat liver microsomes). (2) The compound is CN(Cc1ccccc1)C(=O)c1ccc(S(=O)(=O)Nc2ccccc2)cc1. The result is 1 (stable in rat liver microsomes). (3) The molecule is CC(C)c1ccccc1-c1ncc(F)c(NC(C)(C)c2ccc(-c3cccnc3)cc2)n1. The result is 1 (stable in rat liver microsomes). (4) The result is 0 (unstable in rat liver microsomes). The drug is COc1ccc2c(O[C@@H]3C[C@H]4C(=O)N[C@]5(C(=O)NS(=O)(=O)C6(C)CC6)C[C@H]5C=CCCCCC[C@H](NC(=O)c5ccn(C)n5)C(=O)N4C3)cc(OC(C)C)nc2c1C. (5) The drug is CCOc1ccc(CCNC(=O)c2ccc3ccccc3n2)cc1OCC. The result is 1 (stable in rat liver microsomes). (6) The molecule is C[C@@H](c1ccc(-c2ccc(F)cc2)cc1)N1CC[C@](CCO)(c2ccc(F)cc2)OC1=O. The result is 0 (unstable in rat liver microsomes). (7) The compound is CNCCC(c1ccc(Cl)c(Cl)c1)n1ncnn1. The result is 0 (unstable in rat liver microsomes). (8) The compound is COc1cc(-c2cc3c(nc2-c2ccccc2)nc(C(=O)NC2CCN(C)CC2)n3C)ccn1. The result is 0 (unstable in rat liver microsomes).